This data is from Forward reaction prediction with 1.9M reactions from USPTO patents (1976-2016). The task is: Predict the product of the given reaction. (1) The product is: [CH3:30][O:29][C:28]1[CH:27]=[C:26]([CH2:25][CH2:24][NH:36][C:20](=[O:21])[C:19]#[C:18][CH:17]([CH3:23])[CH3:16])[CH:35]=[CH:34][C:31]=1[O:32][CH3:33]. Given the reactants ClC(OCC(C)C)=O.CN1CCOCC1.[CH3:16][CH:17]([CH3:23])[C:18]#[C:19][C:20](O)=[O:21].[CH2:24]([NH2:36])[CH2:25][C:26]1[CH:35]=[CH:34][C:31]([O:32][CH3:33])=[C:28]([O:29][CH3:30])[CH:27]=1, predict the reaction product. (2) Given the reactants [CH3:1][O:2][C:3]1[CH:10]=[CH:9][C:6]([CH:7]=[CH2:8])=[CH:5][CH:4]=1.[N+](=[CH:13][C:14]([O:16][CH2:17][CH3:18])=[O:15])=[N-], predict the reaction product. The product is: [CH2:17]([O:16][C:14]([CH:13]1[CH2:8][CH:7]1[C:6]1[CH:9]=[CH:10][C:3]([O:2][CH3:1])=[CH:4][CH:5]=1)=[O:15])[CH3:18]. (3) Given the reactants CN(C(ON1N=NC2C=CC=NC1=2)=[N+](C)C)C.F[P-](F)(F)(F)(F)F.[CH3:25][O:26][C:27]1[CH:32]=[CH:31][C:30]([C:33]2[CH:38]=[CH:37][C:36]([C:39]([OH:41])=O)=[C:35]([N+:42]([O-:44])=[O:43])[CH:34]=2)=[CH:29][CH:28]=1.Cl.[NH2:46][C@@H:47]([CH:55]1[CH2:60][CH2:59][CH2:58][CH2:57][CH2:56]1)[C:48]([O:50][C:51]([CH3:54])([CH3:53])[CH3:52])=[O:49].C(N(C(C)C)CC)(C)C, predict the reaction product. The product is: [CH:55]1([C@H:47]([NH:46][C:39]([C:36]2[CH:37]=[CH:38][C:33]([C:30]3[CH:29]=[CH:28][C:27]([O:26][CH3:25])=[CH:32][CH:31]=3)=[CH:34][C:35]=2[N+:42]([O-:44])=[O:43])=[O:41])[C:48]([O:50][C:51]([CH3:53])([CH3:52])[CH3:54])=[O:49])[CH2:60][CH2:59][CH2:58][CH2:57][CH2:56]1. (4) Given the reactants [F:1][C:2]1[CH:7]=[CH:6][CH:5]=[CH:4][C:3]=1[C:8]1[C:16]2[C:15]([NH:17][C@H:18]([C:20]3[N:25]([C:26]4[CH:31]=[CH:30][CH:29]=[CH:28][CH:27]=4)[C:24](=[O:32])[C:23]4=[C:33]([CH3:36])[CH:34]=[CH:35][N:22]4[N:21]=3)[CH3:19])=[N:14][CH:13]=[N:12][C:11]=2[N:10](COCC[Si](C)(C)C)[CH:9]=1.FC(F)(F)C(O)=O.N, predict the reaction product. The product is: [F:1][C:2]1[CH:7]=[CH:6][CH:5]=[CH:4][C:3]=1[C:8]1[C:16]2[C:15]([NH:17][C@H:18]([C:20]3[N:25]([C:26]4[CH:31]=[CH:30][CH:29]=[CH:28][CH:27]=4)[C:24](=[O:32])[C:23]4=[C:33]([CH3:36])[CH:34]=[CH:35][N:22]4[N:21]=3)[CH3:19])=[N:14][CH:13]=[N:12][C:11]=2[NH:10][CH:9]=1. (5) Given the reactants C(Cl)CCl.C1C=CC2N(O)N=NC=2C=1.[CH3:15][C:16]1[C:24]2[C:19](=[CH:20][CH:21]=[C:22]([C:25]3[O:29][C:28]([NH2:30])=[N:27][CH:26]=3)[CH:23]=2)[NH:18][N:17]=1.[C:31]([O:35][C:36]([NH:38][C@@H:39]([CH2:43][C:44]1[CH:49]=[CH:48][C:47]([C:50]([F:53])([F:52])[F:51])=[CH:46][CH:45]=1)[C:40](O)=[O:41])=[O:37])([CH3:34])([CH3:33])[CH3:32], predict the reaction product. The product is: [CH3:15][C:16]1[C:24]2[C:19](=[CH:20][CH:21]=[C:22]([C:25]3[O:29][C:28]([NH:30][C:40](=[O:41])[C@@H:39]([NH:38][C:36](=[O:37])[O:35][C:31]([CH3:32])([CH3:33])[CH3:34])[CH2:43][C:44]4[CH:45]=[CH:46][C:47]([C:50]([F:53])([F:52])[F:51])=[CH:48][CH:49]=4)=[N:27][CH:26]=3)[CH:23]=2)[NH:18][N:17]=1.